From a dataset of Reaction yield outcomes from USPTO patents with 853,638 reactions. Predict the reaction yield, written as a fraction of the theoretical maximum amount of product (1.0 means a 100% yield; for example, 0.34 means a 34% yield). The reactants are [N+:1]([C:4]1[CH:5]=[C:6]([C:12]([F:15])([F:14])[F:13])[C:7]([C:10]#[N:11])=[N:8][CH:9]=1)([O-])=O. The catalyst is C(O)(=O)C.[Fe]. The product is [NH2:1][C:4]1[CH:5]=[C:6]([C:12]([F:15])([F:13])[F:14])[C:7]([C:10]#[N:11])=[N:8][CH:9]=1. The yield is 0.910.